From a dataset of Reaction yield outcomes from USPTO patents with 853,638 reactions. Predict the reaction yield, written as a fraction of the theoretical maximum amount of product (1.0 means a 100% yield; for example, 0.34 means a 34% yield). (1) The reactants are [CH:1]([C:3]1[O:7][C:6]([C:8]2[CH:9]=[N:10][CH:11]=[C:12]([CH:16]=2)[C:13]([OH:15])=[O:14])=[CH:5][CH:4]=1)=O.[S:17]1[CH2:21][C:20](=[O:22])[NH:19][C:18]1=[O:23]. The catalyst is C(O)C.N1CCCCC1. The product is [O:23]=[C:18]1[NH:19][C:20](=[O:22])[C:21](=[CH:1][C:3]2[O:7][C:6]([C:8]3[CH:9]=[N:10][CH:11]=[C:12]([CH:16]=3)[C:13]([OH:15])=[O:14])=[CH:5][CH:4]=2)[S:17]1. The yield is 0.840. (2) The yield is 0.290. The catalyst is O1CCCC1. The product is [F:34][C:26]1[CH:25]=[C:24]([S:21]([N:19]([CH3:20])[C@@H:14]2[CH2:15][CH2:16][CH2:17][C:18]3[C:9]([O:8][CH2:7][C:6]([OH:35])=[O:5])=[CH:10][CH:11]=[CH:12][C:13]2=3)(=[O:23])=[O:22])[CH:29]=[C:28]([C:30]([F:32])([F:33])[F:31])[CH:27]=1. The reactants are C([O:5][C:6](=[O:35])[CH2:7][O:8][C:9]1[C:18]2[CH2:17][CH2:16][CH2:15][C@@H:14]([N:19]([S:21]([C:24]3[CH:29]=[C:28]([C:30]([F:33])([F:32])[F:31])[CH:27]=[C:26]([F:34])[CH:25]=3)(=[O:23])=[O:22])[CH3:20])[C:13]=2[CH:12]=[CH:11][CH:10]=1)(C)(C)C.[OH-].[Na+].